From a dataset of Reaction yield outcomes from USPTO patents with 853,638 reactions. Predict the reaction yield, written as a fraction of the theoretical maximum amount of product (1.0 means a 100% yield; for example, 0.34 means a 34% yield). (1) The reactants are C1N(S(F)(F)[F:8])CCOC1.[Br:11][C:12]1[CH:13]=[CH:14][C:15]2[N:16]([CH2:26][CH:27](O)[CH2:28][N:29]([C:37]3[CH:42]=[CH:41][CH:40]=[C:39]([O:43][CH2:44]C)[CH:38]=3)[S:30]([C:33]([F:36])([F:35])[F:34])(=[O:32])=[O:31])[C:17]3[C:22]([C:23]=2[CH:24]=1)=[CH:21][C:20]([Br:25])=[CH:19][CH:18]=3.C(=O)(O)[O-]. The catalyst is C(Cl)Cl. The product is [Br:25][C:20]1[CH:19]=[CH:18][C:17]2[N:16]([CH2:26][CH:27]([F:8])[CH2:28][N:29]([C:37]3[CH:42]=[CH:41][CH:40]=[C:39]([O:43][CH3:44])[CH:38]=3)[S:30]([C:33]([F:34])([F:35])[F:36])(=[O:32])=[O:31])[C:15]3[C:23]([C:22]=2[CH:21]=1)=[CH:24][C:12]([Br:11])=[CH:13][CH:14]=3. The yield is 1.00. (2) The reactants are [OH:1][C:2]1[CH:7]=[CH:6][CH:5]=[CH:4][C:3]=1[C:8]([F:11])([F:10])[F:9].F[C:13]1[CH:18]=[CH:17][CH:16]=[CH:15][C:14]=1[N+:19]([O-:21])=[O:20].[F:22][C:23]([F:39])([F:38])[C:24]1[CH:37]=[CH:36][CH:35]=[CH:34][C:25]=1[O:26][C:27]1[CH:33]=[CH:32][CH:31]=[CH:30][C:28]=1[NH2:29].[NH2:40][C:41]1[S:42][CH:43]=[CH:44][N:45]=1. No catalyst specified. The product is [F:11][C:8]([F:9])([F:10])[C:3]1[CH:4]=[CH:5][CH:6]=[CH:7][C:2]=1[O:1][C:13]1[CH:18]=[CH:17][CH:16]=[CH:15][C:14]=1[N+:19]([O-:21])=[O:20].[F:22][C:23]([F:38])([F:39])[C:24]1[CH:37]=[CH:36][CH:35]=[CH:34][C:25]=1[O:26][C:27]1[CH:33]=[CH:32][CH:31]=[CH:30][C:28]=1[NH:29][C:2]([NH:40][C:41]1[S:42][CH:43]=[CH:44][N:45]=1)=[O:1]. The yield is 0.650.